Dataset: Reaction yield outcomes from USPTO patents with 853,638 reactions. Task: Predict the reaction yield, written as a fraction of the theoretical maximum amount of product (1.0 means a 100% yield; for example, 0.34 means a 34% yield). (1) The yield is 0.700. The catalyst is C(Cl)Cl. The product is [C:8]1([C:14]2[CH:19]=[C:18]([CH:20]3[CH2:21][CH2:22][N:23]([C:50](=[O:51])[CH2:49][N:47]([CH3:48])[CH3:46])[CH2:24][CH2:25]3)[CH:17]=[CH:16][C:15]=2[NH:26][C:27]([C:29]2[NH:30][CH:31]=[C:32]([C:34]#[N:35])[N:33]=2)=[O:28])[CH2:13][CH2:12][CH2:11][CH2:10][CH:9]=1. The reactants are FC(F)(F)C(O)=O.[C:8]1([C:14]2[CH:19]=[C:18]([CH:20]3[CH2:25][CH2:24][NH:23][CH2:22][CH2:21]3)[CH:17]=[CH:16][C:15]=2[NH:26][C:27]([C:29]2[NH:30][CH:31]=[C:32]([C:34]#[N:35])[N:33]=2)=[O:28])[CH2:13][CH2:12][CH2:11][CH2:10][CH:9]=1.CCN(C(C)C)C(C)C.Cl.[CH3:46][N:47]([CH2:49][C:50](Cl)=[O:51])[CH3:48]. (2) The reactants are [NH2:1][C:2]1[CH:3]=[C:4]([SH:8])[CH:5]=[CH:6][CH:7]=1.[C:9](OC(=O)C)(=[O:11])[CH3:10].C(N(CC)CC)C. The product is [SH:8][C:4]1[CH:3]=[C:2]([NH:1][C:9](=[O:11])[CH3:10])[CH:7]=[CH:6][CH:5]=1. The yield is 0.870. The catalyst is C(Cl)Cl. (3) The reactants are [CH3:1][N:2]1[CH:6]=[C:5]([C:7]#[C:8][C:9]#[C:10][C:11]2[CH:20]=[CH:19][C:14]([C:15]([O:17]C)=[O:16])=[CH:13][CH:12]=2)[CH:4]=[N:3]1.CO.Cl.C([O-])(O)=O.[Na+]. The catalyst is C1COCC1.O. The product is [CH3:1][N:2]1[CH:6]=[C:5]([C:7]#[C:8][C:9]#[C:10][C:11]2[CH:12]=[CH:13][C:14]([C:15]([OH:17])=[O:16])=[CH:19][CH:20]=2)[CH:4]=[N:3]1. The yield is 0.410. (4) The reactants are [F:1][C:2]1[CH:3]=[C:4]([C:8]2[C:9]([N:17]3[CH2:22][CH2:21][NH:20][CH2:19][CH2:18]3)=[C:10]3[CH:16]=[CH:15][NH:14][C:11]3=[N:12][CH:13]=2)[CH:5]=[CH:6][CH:7]=1.[C:23]([O:27][C:28]([NH:30][C:31]([CH3:45])([CH3:44])[CH2:32][C@H:33]([C:37]1[CH:42]=[CH:41][C:40]([Cl:43])=[CH:39][CH:38]=1)[C:34](O)=[O:35])=[O:29])([CH3:26])([CH3:25])[CH3:24].C1C=CC2N(O)N=NC=2C=1.O.CCN=C=NCCCN(C)C.CCN(C(C)C)C(C)C.C([O-])([O-])=O.[Na+].[Na+]. The catalyst is C(Cl)Cl. The product is [Cl:43][C:40]1[CH:39]=[CH:38][C:37]([C@H:33]([C:34]([N:20]2[CH2:19][CH2:18][N:17]([C:9]3[C:8]([C:4]4[CH:5]=[CH:6][CH:7]=[C:2]([F:1])[CH:3]=4)=[CH:13][N:12]=[C:11]4[NH:14][CH:15]=[CH:16][C:10]=34)[CH2:22][CH2:21]2)=[O:35])[CH2:32][C:31]([NH:30][C:28](=[O:29])[O:27][C:23]([CH3:25])([CH3:24])[CH3:26])([CH3:45])[CH3:44])=[CH:42][CH:41]=1. The yield is 0.327. (5) The reactants are [F:1][CH:2]([F:26])[O:3][C:4]1[CH:5]=[C:6]([C:14]([C:16]2[C:24]3[C:19](=[N:20][CH:21]=[C:22](Br)[CH:23]=3)[NH:18][CH:17]=2)=[O:15])[CH:7]=[C:8]([O:10][CH:11]([F:13])[F:12])[CH:9]=1.[C:27]1(B(O)O)[CH:32]=[CH:31][CH:30]=[CH:29][CH:28]=1.C(=O)([O-])[O-].[K+].[K+]. The catalyst is C(#N)C.O.C1C=CC([P]([Pd]([P](C2C=CC=CC=2)(C2C=CC=CC=2)C2C=CC=CC=2)([P](C2C=CC=CC=2)(C2C=CC=CC=2)C2C=CC=CC=2)[P](C2C=CC=CC=2)(C2C=CC=CC=2)C2C=CC=CC=2)(C2C=CC=CC=2)C2C=CC=CC=2)=CC=1. The product is [F:1][CH:2]([F:26])[O:3][C:4]1[CH:5]=[C:6]([C:14]([C:16]2[C:24]3[C:19](=[N:20][CH:21]=[C:22]([C:27]4[CH:32]=[CH:31][CH:30]=[CH:29][CH:28]=4)[CH:23]=3)[NH:18][CH:17]=2)=[O:15])[CH:7]=[C:8]([O:10][CH:11]([F:13])[F:12])[CH:9]=1. The yield is 0.330. (6) The reactants are [CH3:1][C:2]1[C:3](O)=[N:4][CH:5]=[C:6]([N+:8]([O-:10])=[O:9])[CH:7]=1.O=P(Cl)(Cl)[Cl:14]. No catalyst specified. The product is [Cl:14][C:3]1[C:2]([CH3:1])=[CH:7][C:6]([N+:8]([O-:10])=[O:9])=[CH:5][N:4]=1. The yield is 0.920.